From a dataset of Full USPTO retrosynthesis dataset with 1.9M reactions from patents (1976-2016). Predict the reactants needed to synthesize the given product. Given the product [F:10][C:11]1[CH:12]=[C:13]([C:2]2[CH:3]=[CH:4][C:5]([CH2:8][OH:9])=[N:6][CH:7]=2)[CH:14]=[CH:15][C:16]=1[O:17][C:18]([F:19])([F:20])[F:21], predict the reactants needed to synthesize it. The reactants are: Br[C:2]1[CH:3]=[CH:4][C:5]([CH2:8][OH:9])=[N:6][CH:7]=1.[F:10][C:11]1[CH:12]=[C:13](B(O)O)[CH:14]=[CH:15][C:16]=1[O:17][C:18]([F:21])([F:20])[F:19].C([O-])([O-])=O.[Na+].[Na+].